This data is from NCI-60 drug combinations with 297,098 pairs across 59 cell lines. The task is: Regression. Given two drug SMILES strings and cell line genomic features, predict the synergy score measuring deviation from expected non-interaction effect. (1) Drug 1: CC1C(C(CC(O1)OC2CC(CC3=C2C(=C4C(=C3O)C(=O)C5=C(C4=O)C(=CC=C5)OC)O)(C(=O)CO)O)N)O.Cl. Drug 2: COC1=C2C(=CC3=C1OC=C3)C=CC(=O)O2. Cell line: A549. Synergy scores: CSS=3.01, Synergy_ZIP=0.961, Synergy_Bliss=3.05, Synergy_Loewe=-1.29, Synergy_HSA=0.145. (2) Drug 1: CC12CCC(CC1=CCC3C2CCC4(C3CC=C4C5=CN=CC=C5)C)O. Drug 2: CCCCCOC(=O)NC1=NC(=O)N(C=C1F)C2C(C(C(O2)C)O)O. Cell line: TK-10. Synergy scores: CSS=5.71, Synergy_ZIP=-0.0937, Synergy_Bliss=3.46, Synergy_Loewe=2.30, Synergy_HSA=2.53.